Dataset: Peptide-MHC class I binding affinity with 185,985 pairs from IEDB/IMGT. Task: Regression. Given a peptide amino acid sequence and an MHC pseudo amino acid sequence, predict their binding affinity value. This is MHC class I binding data. (1) The peptide sequence is LSDDSGLMV. The binding affinity (normalized) is 0.357. The MHC is HLA-A02:01 with pseudo-sequence HLA-A02:01. (2) The peptide sequence is LYNTIATLY. The MHC is HLA-A26:03 with pseudo-sequence HLA-A26:03. The binding affinity (normalized) is 0.0847.